Dataset: CYP3A4 inhibition data for predicting drug metabolism from PubChem BioAssay. Task: Regression/Classification. Given a drug SMILES string, predict its absorption, distribution, metabolism, or excretion properties. Task type varies by dataset: regression for continuous measurements (e.g., permeability, clearance, half-life) or binary classification for categorical outcomes (e.g., BBB penetration, CYP inhibition). Dataset: cyp3a4_veith. (1) The compound is CCOC(=O)CCN1C(=O)[C@H]2CC[C@@H]3/C(=N\NC(=O)OCC)C[C@@H](O)[C@@H](O)[C@@H]3[C@@H]2C1=O. The result is 0 (non-inhibitor). (2) The compound is O=C(Nc1nccs1)C1Cc2ccccc2CN1S(=O)(=O)c1ccc(F)cc1. The result is 1 (inhibitor). (3) The molecule is O=C(NCC1CC1)[C@@H]1C[C@H]1[C@@H](NP(=O)(c1ccccc1)c1ccccc1)c1ccccc1. The result is 1 (inhibitor). (4) The compound is O=C1Nc2ccc(I)cc2/C1=C/c1cc(Br)c(O)c(Br)c1. The result is 1 (inhibitor).